Dataset: Catalyst prediction with 721,799 reactions and 888 catalyst types from USPTO. Task: Predict which catalyst facilitates the given reaction. (1) Reactant: [NH2:1][C:2]1[CH:7]=[CH:6][C:5]([C:8]2[O:12][C:11]([C@H:13]([NH:24][C:25]3[CH:32]=[CH:31][C:28]([C:29]#[N:30])=[C:27]([Cl:33])[C:26]=3[CH3:34])[C@H:14]([O:16][Si:17]([C:20]([CH3:23])([CH3:22])[CH3:21])([CH3:19])[CH3:18])[CH3:15])=[N:10][N:9]=2)=[CH:4][CH:3]=1.[C:35](Cl)(=[O:37])[CH3:36]. Product: [Si:17]([O:16][C@H:14]([CH3:15])[C@H:13]([C:11]1[O:12][C:8]([C:5]2[CH:4]=[CH:3][C:2]([NH:1][C:35](=[O:37])[CH3:36])=[CH:7][CH:6]=2)=[N:9][N:10]=1)[NH:24][C:25]1[CH:32]=[CH:31][C:28]([C:29]#[N:30])=[C:27]([Cl:33])[C:26]=1[CH3:34])([C:20]([CH3:22])([CH3:23])[CH3:21])([CH3:19])[CH3:18]. The catalyst class is: 202. (2) Reactant: [CH2:1]([N:8]=[N+:9]=[N-:10])[C:2]1[CH:7]=[CH:6][CH:5]=[CH:4][CH:3]=1.[C:11]1([OH:27])[C:22]2[C:21]3[CH:23]=[CH:24][CH:25]=[CH:26][C:20]=3[CH2:19][CH2:18][C:17]#[C:16][C:15]=2[CH:14]=[CH:13][CH:12]=1. Product: [CH2:1]([N:8]1[C:18]2=[CH:19][C:20]3[C:21]([CH2:23][CH:24]=[CH:25][CH:26]=3)=[C:22]3[CH:11]([OH:27])[CH:12]=[CH:13][CH:14]=[C:15]3[CH:16]=[C:17]2[N:10]=[N:9]1)[C:2]1[CH:7]=[CH:6][CH:5]=[CH:4][CH:3]=1. The catalyst class is: 5. (3) Reactant: [CH3:1][O:2][CH:3]=[C:4]1[O:8][NH:7][C:6]([C:9]2[CH:14]=[CH:13][C:12]([F:15])=[CH:11][CH:10]=2)=[C:5]1[C:16](OC)=[O:17].[H-].[Al+3].[H-].[H-]. The catalyst class is: 11. Product: [OH:17][CH:16]=[C:5]1[C:4](=[CH:3][O:2][CH3:1])[O:8][N:7]=[C:6]1[C:9]1[CH:10]=[CH:11][C:12]([F:15])=[CH:13][CH:14]=1. (4) Reactant: [CH2:1]([N:3]1[C:7]2[CH:8]=[CH:9][C:10]([N:12]3[CH2:16][C@H:15]([C:17]([O:19]CCCC)=O)[O:14][C:13]3=[O:24])=[CH:11][C:6]=2[S:5][C:4]1=[O:25])[CH3:2].[CH3:26][NH2:27]. Product: [CH3:26][NH:27][C:17]([C@@H:15]1[O:14][C:13](=[O:24])[N:12]([C:10]2[CH:9]=[CH:8][C:7]3[N:3]([CH2:1][CH3:2])[C:4](=[O:25])[S:5][C:6]=3[CH:11]=2)[CH2:16]1)=[O:19]. The catalyst class is: 275. (5) Reactant: [S:1](=[O:5])(=[O:4])([OH:3])[OH:2].[C:6]([C:8]1[CH:13]=[CH:12][CH:11]=[CH:10][C:9]=1[C:14]1[C:15](=[O:32])[N:16]([C:26]2[CH:31]=[CH:30][CH:29]=[CH:28][CH:27]=2)[CH:17]=[C:18]([C:20]2[CH:25]=[CH:24][CH:23]=[CH:22][N:21]=2)[CH:19]=1)#[N:7]. Product: [S:1]([OH:5])([OH:4])(=[O:3])=[O:2].[C:6]([C:8]1[CH:13]=[CH:12][CH:11]=[CH:10][C:9]=1[C:14]1[C:15](=[O:32])[N:16]([C:26]2[CH:31]=[CH:30][CH:29]=[CH:28][CH:27]=2)[CH:17]=[C:18]([C:20]2[CH:25]=[CH:24][CH:23]=[CH:22][N:21]=2)[CH:19]=1)#[N:7]. The catalyst class is: 7. (6) Reactant: [O:1]1[CH2:4][C:3]2([CH2:9][CH:8]3[CH:6]([CH:7]3[C:10]([OH:12])=O)[CH2:5]2)[CH2:2]1.C(C1NC=CN=1)(C1NC=CN=1)=O.Cl.[CH3:26][NH:27][O:28][CH3:29]. Product: [CH3:29][O:28][N:27]([CH3:26])[C:10]([CH:7]1[CH:6]2[CH:8]1[CH2:9][C:3]1([CH2:5]2)[CH2:2][O:1][CH2:4]1)=[O:12]. The catalyst class is: 4.